Dataset: Forward reaction prediction with 1.9M reactions from USPTO patents (1976-2016). Task: Predict the product of the given reaction. (1) Given the reactants [CH3:1][O:2][C:3](=[O:24])[CH2:4][CH:5]1[CH2:14][C:13]2[C:8](=[CH:9][C:10]([OH:15])=[CH:11][CH:12]=2)[N:7]([CH2:16][C:17]2[CH:22]=[CH:21][CH:20]=[CH:19][CH:18]=2)[C:6]1=[O:23].[C:25]([O:29][C:30](=[O:36])[NH:31][CH2:32][CH2:33][CH2:34]Br)([CH3:28])([CH3:27])[CH3:26], predict the reaction product. The product is: [CH3:1][O:2][C:3](=[O:24])[CH2:4][CH:5]1[CH2:14][C:13]2[C:8](=[CH:9][C:10]([O:15][CH2:34][CH2:33][CH2:32][NH:31][C:30]([O:29][C:25]([CH3:26])([CH3:28])[CH3:27])=[O:36])=[CH:11][CH:12]=2)[N:7]([CH2:16][C:17]2[CH:22]=[CH:21][CH:20]=[CH:19][CH:18]=2)[C:6]1=[O:23]. (2) Given the reactants S(Cl)([Cl:3])=O.[Cl:5][S:6]([C:9]1[C:10]([O:18][CH3:19])=[C:11]([CH:15]=[CH:16][CH:17]=1)[C:12](O)=[O:13])(=[O:8])=[O:7], predict the reaction product. The product is: [Cl:5][S:6]([C:9]1[C:10]([O:18][CH3:19])=[C:11]([CH:15]=[CH:16][CH:17]=1)[C:12]([Cl:3])=[O:13])(=[O:8])=[O:7]. (3) Given the reactants [CH3:1][C:2]([CH3:19])([CH3:18])[CH2:3][O:4][CH2:5][C:6]1[CH:17]=[CH:16][C:9]([C:10](N(OC)C)=[O:11])=[CH:8][CH:7]=1.[H-].C([Al+]CC(C)C)C(C)C.Cl, predict the reaction product. The product is: [CH3:1][C:2]([CH3:19])([CH3:18])[CH2:3][O:4][CH2:5][C:6]1[CH:7]=[CH:8][C:9]([CH:10]=[O:11])=[CH:16][CH:17]=1. (4) Given the reactants [Cl:1][C:2]1[CH:3]=[C:4]([CH2:17][N:18]2[C:22]([CH3:23])=[CH:21][C:20]([NH2:24])=[N:19]2)[C:5]2[O:9][C:8]([C:10]3[CH:15]=[CH:14][CH:13]=[CH:12][CH:11]=3)=[CH:7][C:6]=2[CH:16]=1.Cl[C:26]([O:28][CH2:29][CH:30]([CH3:32])[CH3:31])=[O:27], predict the reaction product. The product is: [Cl:1][C:2]1[CH:3]=[C:4]([CH2:17][N:18]2[C:22]([CH3:23])=[CH:21][C:20]([NH:24][C:26](=[O:27])[O:28][CH2:29][CH:30]([CH3:32])[CH3:31])=[N:19]2)[C:5]2[O:9][C:8]([C:10]3[CH:11]=[CH:12][CH:13]=[CH:14][CH:15]=3)=[CH:7][C:6]=2[CH:16]=1.